The task is: Predict the reactants needed to synthesize the given product.. This data is from Full USPTO retrosynthesis dataset with 1.9M reactions from patents (1976-2016). Given the product [CH3:8]/[C:7](/[CH:9]=[CH:20]/[CH:19]=[CH:18]/[CH2:22][CH2:25]/[CH:26]=[CH:27]\[CH2:36]/[CH:35]=[CH:34]\[CH2:33]/[CH:22]=[CH:18]\[CH2:19]/[CH:20]=[CH:25]\[CH2:26][CH3:27])=[CH:6]\[C:4]([O:3][CH2:2][CH3:1])=[O:5], predict the reactants needed to synthesize it. The reactants are: [CH3:1][CH2:2][O:3][C:4](/[CH:6]=[C:7](/[CH2:9]P(OCC)(OCC)=O)\[CH3:8])=[O:5].[CH2:18]1[CH2:22]O[CH2:20][CH2:19]1.CN1C(=O)N(C)[CH2:27][CH2:26][CH2:25]1.[Li][CH2:33][CH2:34][CH2:35][CH3:36].[NH4+].[Cl-].